Dataset: Forward reaction prediction with 1.9M reactions from USPTO patents (1976-2016). Task: Predict the product of the given reaction. (1) Given the reactants Br[C:2]1[CH:7]=[CH:6][C:5]([S:8]([NH:11][C:12]2[CH:17]=[CH:16][C:15]([Cl:18])=[CH:14][C:13]=2[C:19]([C:21]2[CH:26]=[CH:25][N:24]=[CH:23][CH:22]=2)=[O:20])(=[O:10])=[O:9])=[CH:4][CH:3]=1.C(=O)([O-])[O-].[Na+].[Na+].[N:33]1[CH:38]=[C:37](B(O)O)[CH:36]=[N:35][CH:34]=1, predict the reaction product. The product is: [Cl:18][C:15]1[CH:16]=[CH:17][C:12]([NH:11][S:8]([C:5]2[CH:6]=[CH:7][C:2]([C:37]3[CH:38]=[N:33][CH:34]=[N:35][CH:36]=3)=[CH:3][CH:4]=2)(=[O:10])=[O:9])=[C:13]([C:19]([C:21]2[CH:26]=[CH:25][N:24]=[CH:23][CH:22]=2)=[O:20])[CH:14]=1. (2) Given the reactants [C:1]([OH:7])([C:3]([F:6])([F:5])[F:4])=[O:2].[CH3:8][C:9]1[N:10]=[N:11][N:12]([CH2:14][C:15]2[CH:20]=[C:19]([C:21]([F:24])([F:23])[F:22])[CH:18]=[CH:17][C:16]=2/[CH:25]=[CH:26]/[C:27]([N:29]2[CH2:34][CH2:33][N:32](C(OC(C)(C)C)=O)[CH2:31][CH2:30]2)=[O:28])[N:13]=1.C1(C)C=CC=CC=1, predict the reaction product. The product is: [CH3:8][C:9]1[N:10]=[N:11][N:12]([CH2:14][C:15]2[CH:20]=[C:19]([C:21]([F:24])([F:23])[F:22])[CH:18]=[CH:17][C:16]=2/[CH:25]=[CH:26]/[C:27]([N:29]2[CH2:34][CH2:33][NH:32][CH2:31][CH2:30]2)=[O:28])[N:13]=1.[C:1]([OH:7])([C:3]([F:6])([F:5])[F:4])=[O:2]. (3) Given the reactants C1(C2C=CC=CC=2)C=CC=CC=1.CCOCC.[Cl:18][C:19]1[CH:20]=[C:21]([NH:26][CH:27]=[C:28]([C:34]([O:36]CC)=O)[C:29]([O:31][CH2:32][CH3:33])=[O:30])[CH:22]=[CH:23][C:24]=1[I:25], predict the reaction product. The product is: [Cl:18][C:19]1[CH:20]=[C:21]2[C:22]([C:34]([OH:36])=[C:28]([C:29]([O:31][CH2:32][CH3:33])=[O:30])[CH:27]=[N:26]2)=[CH:23][C:24]=1[I:25]. (4) Given the reactants C([O:5][C:6](=[O:26])[C:7]([S:10][C:11]1[S:12][CH:13]=[C:14]([CH2:16][CH2:17][NH:18][CH2:19][CH2:20][CH2:21][CH2:22][CH2:23][CH2:24][CH3:25])[N:15]=1)([CH3:9])[CH3:8])(C)(C)C.[Cl:27][C:28]1[S:29][C:30]2[CH:36]=[C:35]([Cl:37])[CH:34]=[CH:33][C:31]=2[N:32]=1.Cl.C(OCC)(=O)C, predict the reaction product. The product is: [ClH:27].[Cl:37][C:35]1[CH:34]=[CH:33][C:31]2[N:32]=[C:28]([N:18]([CH2:19][CH2:20][CH2:21][CH2:22][CH2:23][CH2:24][CH3:25])[CH2:17][CH2:16][C:14]3[N:15]=[C:11]([S:10][C:7]([CH3:8])([CH3:9])[C:6]([OH:5])=[O:26])[S:12][CH:13]=3)[S:29][C:30]=2[CH:36]=1. (5) Given the reactants [CH3:1][O:2][C:3](=[O:32])[N:4]=[C:5]([S:30][CH3:31])[C:6]([C:20]1[CH:25]=[C:24]([O:26][CH3:27])[C:23]([OH:28])=[CH:22][C:21]=1[F:29])=[N:7][C:8]1[CH:13]=[CH:12][C:11]([C:14]2[N:18]=[C:17]([CH3:19])[O:16][N:15]=2)=[CH:10][CH:9]=1.Br[CH2:34][CH2:35][O:36][Si:37]([C:40]([CH3:43])([CH3:42])[CH3:41])([CH3:39])[CH3:38].COC(=O)N=C(SC)C(C1C=C(OC)C=C(O)C=1F)=NC1C=CC(C2N=C(C)ON=2)=CC=1.FCCI, predict the reaction product. The product is: [CH3:1][O:2][C:3](=[O:32])[N:4]=[C:5]([S:30][CH3:31])[C:6]([C:20]1[CH:25]=[C:24]([O:26][CH3:27])[C:23]([O:28][CH2:34][CH2:35][O:36][Si:37]([C:40]([CH3:43])([CH3:42])[CH3:41])([CH3:39])[CH3:38])=[CH:22][C:21]=1[F:29])=[N:7][C:8]1[CH:13]=[CH:12][C:11]([C:14]2[N:18]=[C:17]([CH3:19])[O:16][N:15]=2)=[CH:10][CH:9]=1. (6) Given the reactants C([N:8]1[CH2:13][CH2:12][C:11]([C:15]2[CH:20]=[CH:19][C:18]([Cl:21])=[CH:17][CH:16]=2)(C)[CH2:10][CH2:9]1)C1C=CC=CC=1.ClC(OC(Cl)=O)C, predict the reaction product. The product is: [Cl:21][C:18]1[CH:19]=[CH:20][C:15]([CH:11]2[CH:10]=[CH:9][NH:8][CH2:13][CH2:12]2)=[CH:16][CH:17]=1. (7) The product is: [CH3:43][N:42]([CH3:44])[CH2:40][CH2:39][O:37][C:34]1[CH:35]=[CH:36][C:31]([CH2:29][N:3]([CH2:1][CH3:2])[C:4]2[CH:9]=[C:8]([O:10][CH3:11])[CH:7]=[CH:6][C:5]=2[CH:12]2[CH2:21][CH2:20][C:19]3[CH:18]=[C:17]([OH:22])[CH:16]=[CH:15][C:14]=3[CH2:13]2)=[N:32][CH:33]=1. Given the reactants [CH2:1]([N:3]([C:29]([C:31]1[CH:36]=[CH:35][C:34]([OH:37])=[CH:33][N:32]=1)=O)[C:4]1[CH:9]=[C:8]([O:10][CH3:11])[CH:7]=[CH:6][C:5]=1[CH:12]1[CH2:21][CH2:20][C:19]2[CH:18]=[C:17]([O:22]C(=O)C(C)(C)C)[CH:16]=[CH:15][C:14]=2[CH2:13]1)[CH3:2].Cl[CH2:39][C:40]([N:42]([CH3:44])[CH3:43])=O, predict the reaction product. (8) Given the reactants [Cl:1][C:2]1[CH:3]=[C:4]([CH:8]([O:29][CH2:30][CH2:31][NH:32][C:33](=[O:38])[C:34]([F:37])([F:36])[F:35])[C:9]2[CH:10]=[C:11]([CH:26]=[CH:27][CH:28]=2)[C:12]([NH:14][C@H:15]([CH2:23][NH:24][CH3:25])[CH2:16][CH:17]2[CH2:22][CH2:21][CH2:20][CH2:19][CH2:18]2)=[O:13])[CH:5]=[CH:6][CH:7]=1.[C:39]([O:48]N1C(=O)CCC1=O)([O:41][CH2:42][CH2:43][Si:44]([CH3:47])([CH3:46])[CH3:45])=O.C([O-])([O-])=O.[K+].[K+], predict the reaction product. The product is: [Cl:1][C:2]1[CH:3]=[C:4]([CH:8]([O:29][CH2:30][CH2:31][NH:32][C:33](=[O:38])[C:34]([F:36])([F:37])[F:35])[C:9]2[CH:10]=[C:11]([CH:26]=[CH:27][CH:28]=2)[C:12]([NH:14][C@@H:15]([CH2:16][CH:17]2[CH2:22][CH2:21][CH2:20][CH2:19][CH2:18]2)[CH2:23][N:24]([CH3:25])[C:39](=[O:48])[O:41][CH2:42][CH2:43][Si:44]([CH3:45])([CH3:46])[CH3:47])=[O:13])[CH:5]=[CH:6][CH:7]=1. (9) Given the reactants C(OC(=O)C(C)(O[C:8]1[CH:9]=[C:10]2[C:14](=[CH:15][CH:16]=1)[N:13]([CH2:17][C:18]1[S:22][C:21]([C:23]3[CH:28]=[CH:27][C:26]([C:29]([F:32])([F:31])[F:30])=[CH:25][CH:24]=3)=[N:20][C:19]=1[CH3:33])[CH:12]=[CH:11]2)C)C.[CH2:36]([O:38][C:39](=[O:53])[C:40]([O:43]C1C=C2C(C=CN2)=CC=1)([CH3:42])[CH3:41])[CH3:37], predict the reaction product. The product is: [CH2:36]([O:38][C:39](=[O:53])[C:40]([CH3:42])([O:43][C:16]1[CH:15]=[C:14]2[C:10]([CH:11]=[CH:12][N:13]2[CH2:17][C:18]2[S:22][C:21]([C:23]3[CH:28]=[CH:27][C:26]([C:29]([F:31])([F:30])[F:32])=[CH:25][CH:24]=3)=[N:20][C:19]=2[CH3:33])=[CH:9][CH:8]=1)[CH3:41])[CH3:37]. (10) Given the reactants [C:1]([C:5]1[CH:10]=[CH:9][C:8]([C:11]2[N:12]([C:32](Cl)=[O:33])[CH:13]([C:25]3[CH:30]=[CH:29][C:28]([Cl:31])=[CH:27][CH:26]=3)[C:14]([C:18]3[CH:23]=[CH:22][C:21]([Cl:24])=[CH:20][CH:19]=3)([CH2:16][CH3:17])[N:15]=2)=[C:7]([O:35][CH2:36][CH3:37])[CH:6]=1)([CH3:4])([CH3:3])[CH3:2].[NH:38]1[CH2:43][CH2:42][NH:41][CH2:40][C:39]1=[O:44], predict the reaction product. The product is: [C:1]([C:5]1[CH:10]=[CH:9][C:8]([C:11]2[N:12]([C:32]([N:41]3[CH2:42][CH2:43][NH:38][C:39](=[O:44])[CH2:40]3)=[O:33])[C@H:13]([C:25]3[CH:30]=[CH:29][C:28]([Cl:31])=[CH:27][CH:26]=3)[C@@:14]([C:18]3[CH:19]=[CH:20][C:21]([Cl:24])=[CH:22][CH:23]=3)([CH2:16][CH3:17])[N:15]=2)=[C:7]([O:35][CH2:36][CH3:37])[CH:6]=1)([CH3:4])([CH3:2])[CH3:3].